The task is: Binary Classification. Given a miRNA mature sequence and a target amino acid sequence, predict their likelihood of interaction.. This data is from Experimentally validated miRNA-target interactions with 360,000+ pairs, plus equal number of negative samples. The miRNA is hsa-miR-4661-3p with sequence CAGGAUCCACAGAGCUAGUCCA. The protein sequence of the target gene is MGTQALQGFLFLLFLPLLQPRGASAGSLHSPGLSECFQVNGADYRGHQNRTGPRGAGRPCLFWDQTQQHSYSSASDPHGRWGLGAHNFCRNPDGDVQPWCYVAETEEGIYWRYCDIPSCHMPGYLGCFVDSGAPPALSGPSGTSTKLTVQVCLRFCRMKGYQLAGVEAGYACFCGSESDLARGRLAPATDCDQICFGHPGQLCGGDGRLGVYEVSVGSCQGNWTAPQGVIYSPDFPDEYGPDRNCSWALGPPGAALELTFRLFELADPRDRLELRDAASGSLLRAFDGARPPPSGPLRLG.... Result: 0 (no interaction).